This data is from Full USPTO retrosynthesis dataset with 1.9M reactions from patents (1976-2016). The task is: Predict the reactants needed to synthesize the given product. (1) Given the product [Cl:1][C:2]1[CH:3]=[CH:4][C:5]([C@@H:8]([CH:12]2[CH2:14][CH2:13]2)[CH2:9][OH:10])=[CH:6][CH:7]=1, predict the reactants needed to synthesize it. The reactants are: [Cl:1][C:2]1[CH:7]=[CH:6][C:5]([C@@H:8]([CH:12]2[CH2:14][CH2:13]2)[C:9](O)=[O:10])=[CH:4][CH:3]=1. (2) Given the product [Br:14][C:2]1[C:11]2[C:6](=[CH:7][CH:8]=[CH:9][CH:10]=2)[N:5]=[N:4][CH:3]=1, predict the reactants needed to synthesize it. The reactants are: O[C:2]1[C:11]2[C:6](=[CH:7][CH:8]=[CH:9][CH:10]=2)[N:5]=[N:4][CH:3]=1.P(Br)(Br)([Br:14])=O. (3) Given the product [F:30][C:13]([F:12])([F:29])[S:14]([O:17][C:18]1[CH:28]=[CH:27][C:21]([CH2:22][OH:23])=[CH:20][N:19]=1)(=[O:16])=[O:15], predict the reactants needed to synthesize it. The reactants are: O1CCCC1.[H-].[Al+3].[Li+].[H-].[H-].[H-].[F:12][C:13]([F:30])([F:29])[S:14]([O:17][C:18]1[CH:28]=[CH:27][C:21]([C:22](OCC)=[O:23])=[CH:20][N:19]=1)(=[O:16])=[O:15].[OH-].[Na+]. (4) Given the product [CH:1]1([CH:7]2[CH2:12][C:11](=[O:13])[CH2:10][CH2:9][N:8]2[C:14]([O:16][CH2:17][C:18]2[CH:23]=[CH:22][CH:21]=[CH:20][CH:19]=2)=[O:15])[CH2:6][CH2:5][CH2:4][CH2:3][CH2:2]1, predict the reactants needed to synthesize it. The reactants are: [CH:1]1([CH:7]2[CH2:12][C:11](=[O:13])[CH:10]=[CH:9][N:8]2[C:14]([O:16][CH2:17][C:18]2[CH:23]=[CH:22][CH:21]=[CH:20][CH:19]=2)=[O:15])[CH2:6][CH2:5][CH2:4][CH2:3][CH2:2]1. (5) Given the product [Cl:11][C:12]1[C:13]([NH:9][CH2:8][CH2:7][C:6]([O:5][C:1]([CH3:4])([CH3:3])[CH3:2])=[O:10])=[N:14][CH:15]=[C:16]([C:17]#[N:18])[CH:19]=1, predict the reactants needed to synthesize it. The reactants are: [C:1]([O:5][C:6](=[O:10])[CH2:7][CH2:8][NH2:9])([CH3:4])([CH3:3])[CH3:2].[Cl:11][C:12]1[C:13](Cl)=[N:14][CH:15]=[C:16]([CH:19]=1)[C:17]#[N:18].